This data is from Peptide-MHC class II binding affinity with 134,281 pairs from IEDB. The task is: Regression. Given a peptide amino acid sequence and an MHC pseudo amino acid sequence, predict their binding affinity value. This is MHC class II binding data. The peptide sequence is YAHAAHAAHAAHAAHAA. The MHC is DRB1_0301 with pseudo-sequence DRB1_0301. The binding affinity (normalized) is 0.